Dataset: Reaction yield outcomes from USPTO patents with 853,638 reactions. Task: Predict the reaction yield, written as a fraction of the theoretical maximum amount of product (1.0 means a 100% yield; for example, 0.34 means a 34% yield). (1) The product is [CH3:9][O:8][C:6]1[CH:5]=[C:4]2[C:3]([S:10](=[O:12])(=[O:11])[NH:13][C:14]3[C:15]2=[CH:16][CH:17]=[C:18]2[C:23]=3[N:22]=[CH:21][CH:20]=[CH:19]2)=[CH:2][CH:7]=1. The yield is 0.100. The reactants are N[C:2]1[CH:7]=[C:6]([O:8][CH3:9])[CH:5]=[CH:4][C:3]=1[S:10]([NH:13][C:14]1[CH:15]=[CH:16][CH:17]=[C:18]2[C:23]=1[N:22]=[CH:21][CH:20]=[CH:19]2)(=[O:12])=[O:11].C(ON=O)(C)(C)C. No catalyst specified. (2) The reactants are Cl[CH2:2][CH2:3][NH:4][C:5]([NH:7][C@@H:8]1[CH2:12][CH2:11][O:10][CH2:9]1)=[O:6].[H-].[Na+]. The catalyst is C1COCC1. The product is [O:10]1[CH2:11][CH2:12][C@@H:8]([N:7]2[CH2:2][CH2:3][NH:4][C:5]2=[O:6])[CH2:9]1. The yield is 0.660. (3) The reactants are C(O[C:6]([N:8]1[CH2:13][CH2:12][N:11]([C:14]2[C:19]([N+:20]([O-:22])=[O:21])=[CH:18][CH:17]=[CH:16][C:15]=2[N+:23]([O-:25])=[O:24])[CH2:10][CH2:9]1)=O)(C)(C)C.FC(F)(F)C(O)=O.[CH3:33][S:34]([N:37]1[CH2:42][CH2:41][C:40]2[N:43]([CH2:56][CH:57]3C[O:58]3)[N:44]=[C:45]([C:46]3[CH:51]=[CH:50][C:49]([C:52]([F:55])([F:54])[F:53])=[CH:48][CH:47]=3)[C:39]=2[CH2:38]1)(=[O:36])=[O:35]. The catalyst is C(Cl)Cl. The product is [N+:23]([C:15]1[CH:16]=[CH:17][CH:18]=[C:19]([N+:20]([O-:22])=[O:21])[C:14]=1[N:11]1[CH2:10][CH2:9][N:8]([CH2:6][CH:57]([OH:58])[CH2:56][N:43]2[C:40]3[CH2:41][CH2:42][N:37]([S:34]([CH3:33])(=[O:36])=[O:35])[CH2:38][C:39]=3[C:45]([C:46]3[CH:51]=[CH:50][C:49]([C:52]([F:54])([F:55])[F:53])=[CH:48][CH:47]=3)=[N:44]2)[CH2:13][CH2:12]1)([O-:25])=[O:24]. The yield is 0.850. (4) The reactants are C1([C@@H]([NH:9][C@H:10]2[CH2:15][CH2:14][N:13]([C:16]([O:18][C:19]([CH3:22])([CH3:21])[CH3:20])=[O:17])[CH2:12][C@@H:11]2[C:23]([O:25][CH3:26])=[O:24])C)C=CC=CC=1.C([O-])=O.[NH4+]. The catalyst is CO.[Pd]. The product is [NH2:9][C@H:10]1[CH2:15][CH2:14][N:13]([C:16]([O:18][C:19]([CH3:20])([CH3:21])[CH3:22])=[O:17])[CH2:12][C@@H:11]1[C:23]([O:25][CH3:26])=[O:24]. The yield is 0.960. (5) The product is [CH3:1][C:2]1[O:6][N:5]=[C:4]([C:7]2[CH:12]=[CH:11][N:10]=[CH:9][N:8]=2)[C:3]=1[CH2:13][OH:14]. The yield is 0.190. The catalyst is C1COCC1.O.[OH-].[Na+]. The reactants are [CH3:1][C:2]1[O:6][N:5]=[C:4]([C:7]2[CH:12]=[CH:11][N:10]=[CH:9][N:8]=2)[C:3]=1[C:13](O)=[O:14].C(N(CC)CC)C.C(OC(Cl)=O)C.[BH4-].[Na+]. (6) The reactants are O=C[CH2:3][C@@H:4]([NH:13][C:14]1[CH:19]=[CH:18][C:17]([S:20]([NH2:23])(=[O:22])=[O:21])=[CH:16][C:15]=1[S:24]([C:27]([F:30])([F:29])[F:28])(=[O:26])=[O:25])[CH2:5][S:6][C:7]1[CH:12]=[CH:11][CH:10]=[CH:9][CH:8]=1.[Si:31]([O:38][CH2:39][CH2:40][NH:41][CH3:42])([C:34]([CH3:37])([CH3:36])[CH3:35])([CH3:33])[CH3:32].[C:43](O[BH-](OC(=O)C)OC(=O)C)(=O)C.[Na+].[OH-].[Na+]. The catalyst is ClCCCl.ClCCl.C(OCC)(=O)C. The product is [Si:31]([O:38][CH2:39][CH2:40][N:41]([CH3:43])[CH2:42][CH2:3][C@@H:4]([NH:13][C:14]1[CH:19]=[CH:18][C:17]([S:20]([NH2:23])(=[O:22])=[O:21])=[CH:16][C:15]=1[S:24]([C:27]([F:30])([F:28])[F:29])(=[O:26])=[O:25])[CH2:5][S:6][C:7]1[CH:8]=[CH:9][CH:10]=[CH:11][CH:12]=1)([C:34]([CH3:37])([CH3:36])[CH3:35])([CH3:32])[CH3:33]. The yield is 0.495.